This data is from Forward reaction prediction with 1.9M reactions from USPTO patents (1976-2016). The task is: Predict the product of the given reaction. (1) Given the reactants O=CC[O:4][C:5]1[CH:6]=[C:7]([C:11]2[S:15][C:14]([C:16]([O:18]CC)=O)=[CH:13][CH:12]=2)[CH:8]=[CH:9][CH:10]=1.[OH-].[Li+].[Cl-].ClC=[N+:26](C)C.[OH-].[NH4+], predict the reaction product. The product is: [OH:4][C:5]1[CH:6]=[C:7]([C:11]2[S:15][C:14]([C:16]([NH2:26])=[O:18])=[CH:13][CH:12]=2)[CH:8]=[CH:9][CH:10]=1. (2) Given the reactants [CH2:1]([O:8][CH:9]([C:21]1[CH:26]=[CH:25][C:24]([F:27])=[CH:23][CH:22]=1)[CH2:10][CH2:11][CH2:12][C:13](N1CCOCC1)=[O:14])[C:2]1[CH:7]=[CH:6][CH:5]=[CH:4][CH:3]=1.[OH-:28].[K+], predict the reaction product. The product is: [CH2:1]([O:8][CH:9]([C:21]1[CH:26]=[CH:25][C:24]([F:27])=[CH:23][CH:22]=1)[CH2:10][CH2:11][CH2:12][C:13]([OH:14])=[O:28])[C:2]1[CH:3]=[CH:4][CH:5]=[CH:6][CH:7]=1.